This data is from KCNQ2 potassium channel screen with 302,405 compounds. The task is: Binary Classification. Given a drug SMILES string, predict its activity (active/inactive) in a high-throughput screening assay against a specified biological target. (1) The drug is s1\c(c(=O)n2ncnc12)=C/c1sccc1C. The result is 0 (inactive). (2) The compound is S(CCC(=O)NCc1ccc(cc1)C)Cc1ccc(cc1)C. The result is 0 (inactive). (3) The result is 0 (inactive). The molecule is o1c(c2ccc([N+]([O-])=O)cc2)ccc1/C=N\c1c2c(ccc1)cccc2. (4) The molecule is s1c2c(CC(OC2)(C)C)c2c1ncnc2NNC(=S)NCC=C. The result is 0 (inactive). (5) The drug is Fc1ccc(/C=N\NC(=O)c2n(nc(C(C)(C)C)c2)c2ccccc2)cc1. The result is 0 (inactive). (6) The molecule is S(c1n(CCCC)c(nn1)c1occc1)CC(=O)c1cc2OCCOc2cc1. The result is 0 (inactive). (7) The molecule is s1c(CNC(=O)CN(C(=O)CCC(=O)c2ccc(cc2)C)CC)ccc1. The result is 0 (inactive).